This data is from Catalyst prediction with 721,799 reactions and 888 catalyst types from USPTO. The task is: Predict which catalyst facilitates the given reaction. (1) Reactant: [OH-].[K+].[C:3]([C:6]1[CH:11]=[CH:10][CH:9]=[CH:8][CH:7]=1)(=[O:5])[CH3:4]. Product: [C:6]1([C@H:3]([OH:5])[CH3:4])[CH:11]=[CH:10][CH:9]=[CH:8][CH:7]=1. The catalyst class is: 41. (2) Reactant: [C:1]([O:5][C:6]([N:8]1[CH2:13][CH2:12][O:11][CH:10]([C:14]2[CH:19]=[CH:18][C:17](Br)=[C:16]([F:21])[CH:15]=2)[CH2:9]1)=[O:7])([CH3:4])([CH3:3])[CH3:2].[F:22][C:23]([F:32])([F:31])[C:24]1[CH:25]=[N:26][C:27]([NH2:30])=[N:28][CH:29]=1. Product: [C:1]([O:5][C:6]([N:8]1[CH2:13][CH2:12][O:11][CH:10]([C:14]2[CH:19]=[CH:18][C:17]([NH:30][C:27]3[N:26]=[CH:25][C:24]([C:23]([F:32])([F:22])[F:31])=[CH:29][N:28]=3)=[C:16]([F:21])[CH:15]=2)[CH2:9]1)=[O:7])([CH3:4])([CH3:3])[CH3:2]. The catalyst class is: 12. (3) Reactant: Cl.[CH3:2][NH:3][CH2:4][CH2:5][NH:6][S:7]([C:10]1[CH:15]=[C:14]([S:16]([C:19]2[CH:24]=[CH:23][CH:22]=[CH:21][CH:20]=2)(=[O:18])=[O:17])[CH:13]=[CH:12][C:11]=1[C:25]([F:28])([F:27])[F:26])(=[O:9])=[O:8].Br[CH2:30][C:31]([O:33][CH3:34])=[O:32].C(N(C(C)C)CC)(C)C. Product: [CH3:2][N:3]([CH2:4][CH2:5][NH:6][S:7]([C:10]1[CH:15]=[C:14]([S:16]([C:19]2[CH:24]=[CH:23][CH:22]=[CH:21][CH:20]=2)(=[O:18])=[O:17])[CH:13]=[CH:12][C:11]=1[C:25]([F:28])([F:26])[F:27])(=[O:9])=[O:8])[CH2:30][C:31]([O:33][CH3:34])=[O:32]. The catalyst class is: 2. (4) Reactant: [C:1]([O:4][NH:5][C:6](=[NH:32])[C:7]1[CH:12]=[CH:11][C:10]([C:13]2[O:14][C:15]([CH2:18][C:19]3[CH:24]=[CH:23][C:22]([C:25](=[NH:31])[NH:26]OC(=O)C)=[CH:21][CH:20]=3)=[CH:16][CH:17]=2)=[N:9][CH:8]=1)(=[O:3])[CH3:2].C(O)C. Product: [C:1]([OH:4])(=[O:3])[CH3:2].[C:25]([C:22]1[CH:21]=[CH:20][C:19]([CH2:18][C:15]2[O:14][C:13]([C:10]3[CH:11]=[CH:12][C:7]([C:6]([NH2:32])=[NH:5])=[CH:8][N:9]=3)=[CH:17][CH:16]=2)=[CH:24][CH:23]=1)(=[NH:26])[NH2:31]. The catalyst class is: 285. (5) Reactant: [CH3:1][C:2]1([CH3:14])[C@@H:4](/[CH:5]=[C:6](/[CH:8]=O)\[CH3:7])[C@@H:3]1[C:10]([O:12][CH3:13])=[O:11].[NH2:15][OH:16].C(O)(=O)CCCCCCC.[OH-].[Na+]. Product: [CH3:1][C:2]1([CH3:14])[C@@H:4](/[CH:5]=[C:6](\[CH3:7])/[CH:8]=[N:15][OH:16])[C@@H:3]1[C:10]([O:12][CH3:13])=[O:11]. The catalyst class is: 113. (6) Reactant: [Cl:1][C:2]1[CH:10]=[CH:9][CH:8]=[C:7]2[C:3]=1[C:4]([C:22](=[O:34])[NH:23][CH2:24][C:25]1([OH:33])[CH2:30][CH2:29][C:28]([F:32])([F:31])[CH2:27][CH2:26]1)=[CH:5][N:6]2[CH:11]1[CH2:14][N:13](C(OC(C)(C)C)=O)[CH2:12]1.C(O)(C(F)(F)F)=O. Product: [NH:13]1[CH2:14][CH:11]([N:6]2[C:7]3[C:3](=[C:2]([Cl:1])[CH:10]=[CH:9][CH:8]=3)[C:4]([C:22]([NH:23][CH2:24][C:25]3([OH:33])[CH2:30][CH2:29][C:28]([F:31])([F:32])[CH2:27][CH2:26]3)=[O:34])=[CH:5]2)[CH2:12]1. The catalyst class is: 2.